This data is from Reaction yield outcomes from USPTO patents with 853,638 reactions. The task is: Predict the reaction yield, written as a fraction of the theoretical maximum amount of product (1.0 means a 100% yield; for example, 0.34 means a 34% yield). (1) The reactants are [CH3:1][CH2:2][CH2:3][C:4]1[C:5]2[N:14]=[C:13]([C:15]3[CH:16]=[C:17]([S:24]([N:27]4[CH2:32][CH2:31][N:30]([CH3:33])[CH2:29][CH2:28]4)(=[O:26])=[O:25])[CH:18]=[CH:19][C:20]=3[O:21][CH2:22][CH3:23])[NH:12][C:10](=[O:11])[C:6]=2[N:7]([CH3:9])[N:8]=1.[C:34]([OH:46])(=[O:45])[CH2:35][C:36]([CH2:41][C:42]([OH:44])=[O:43])([C:38]([OH:40])=[O:39])[OH:37]. The catalyst is CC(C)=O. The product is [CH3:1][CH2:2][CH2:3][C:4]1[C:5]2[N:14]=[C:13]([C:15]3[CH:16]=[C:17]([S:24]([N:27]4[CH2:32][CH2:31][N:30]([CH3:33])[CH2:29][CH2:28]4)(=[O:25])=[O:26])[CH:18]=[CH:19][C:20]=3[O:21][CH2:22][CH3:23])[NH:12][C:10](=[O:11])[C:6]=2[N:7]([CH3:9])[N:8]=1.[CH2:41]([C:36]([OH:37])([C:38]([OH:40])=[O:39])[CH2:35][C:34]([OH:46])=[O:45])[C:42]([OH:44])=[O:43]. The yield is 0.833. (2) The reactants are [CH2:1]([N:5]1[C:10]2=[CH:11][NH:12][CH:13]=[C:9]2[C:8](=[O:14])[N:7]([CH3:15])[C:6]1=[O:16])[CH:2]([CH3:4])[CH3:3].Cl[CH2:18][C:19]1[CH:24]=[CH:23][C:22]([C:25]2[CH:30]=[CH:29][CH:28]=[C:27]([F:31])[N:26]=2)=[CH:21][CH:20]=1.C(=O)([O-])[O-].[Cs+].[Cs+]. The catalyst is CN(C=O)C.O. The product is [F:31][C:27]1[N:26]=[C:25]([C:22]2[CH:21]=[CH:20][C:19]([CH2:18][N:12]3[CH:13]=[C:9]4[C:10]([N:5]([CH2:1][CH:2]([CH3:4])[CH3:3])[C:6](=[O:16])[N:7]([CH3:15])[C:8]4=[O:14])=[CH:11]3)=[CH:24][CH:23]=2)[CH:30]=[CH:29][CH:28]=1. The yield is 0.710. (3) The product is [CH3:40][S:1]([C:5]1[CH:10]=[CH:9][C:8]([NH:11][C:12]([C:14]2[C:15]([CH3:21])=[C:16]([C:24]3[CH:25]=[CH:26][CH:27]=[CH:28][C:23]=3[O:22][C:29]3[CH:34]=[CH:33][CH:32]=[CH:31][CH:30]=3)[N:17]([CH3:19])[CH:18]=2)=[O:13])=[CH:7][CH:6]=1)(=[O:4])=[O:3]. The yield is 0.0800. The reactants are [S:1]([C:5]1[CH:10]=[CH:9][C:8]([NH:11][C:12]([C:14]2[C:15]([CH3:21])=[C:16](Br)[N:17]([CH3:19])[CH:18]=2)=[O:13])=[CH:7][CH:6]=1)(=[O:4])(=[O:3])N.[O:22]([C:29]1[CH:34]=[CH:33][CH:32]=[CH:31][C:30]=1B(O)O)[C:23]1[CH:28]=[CH:27][CH:26]=[CH:25][CH:24]=1.[OH-].[K+].[CH2:40](O)C.CN(C=O)C. The catalyst is CC(O)=O.CC(O)=O.C1CCC([N-]C2CCCCC2)CC1.C1CCC([N-]C2CCCCC2)CC1.[Pd+2].